The task is: Predict the product of the given reaction.. This data is from Forward reaction prediction with 1.9M reactions from USPTO patents (1976-2016). Given the reactants C([O:5][C:6](=[O:27])[C:7]([CH3:26])=[CH:8][C:9]1[S:10][C:11]([C:14]([O:16][C:17]2[CH:22]=[CH:21][C:20]([C:23](=[NH:25])[NH2:24])=[CH:19][CH:18]=2)=[O:15])=[CH:12][CH:13]=1)(C)(C)C.[F:28][C:29]([F:34])([F:33])[C:30]([OH:32])=[O:31], predict the reaction product. The product is: [F:28][C:29]([F:34])([F:33])[C:30]([OH:32])=[O:31].[C:23]([C:20]1[CH:21]=[CH:22][C:17]([O:16][C:14]([C:11]2[S:10][C:9](/[CH:8]=[C:7](\[CH3:26])/[C:6]([OH:27])=[O:5])=[CH:13][CH:12]=2)=[O:15])=[CH:18][CH:19]=1)(=[NH:24])[NH2:25].